Dataset: Forward reaction prediction with 1.9M reactions from USPTO patents (1976-2016). Task: Predict the product of the given reaction. (1) Given the reactants [CH2:1]([N:8]([CH2:15][C:16]1[C:21](Cl)=[N:20][C:19]([N:23]([CH3:27])[CH2:24][CH2:25][CH3:26])=[CH:18][N:17]=1)[CH2:9][C@@H:10]([OH:14])[CH2:11][O:12][CH3:13])[C:2]1[CH:7]=[CH:6][CH:5]=[CH:4][CH:3]=1.CC(C)([O-])C.[K+].O, predict the reaction product. The product is: [CH2:1]([N:8]1[CH2:15][C:16]2[N:17]=[CH:18][C:19]([N:23]([CH3:27])[CH2:24][CH2:25][CH3:26])=[N:20][C:21]=2[O:14][C@@H:10]([CH2:11][O:12][CH3:13])[CH2:9]1)[C:2]1[CH:7]=[CH:6][CH:5]=[CH:4][CH:3]=1. (2) Given the reactants C[O:2][C:3](=[O:39])[CH:4]([C:9]1[CH:14]=[C:13]([C:15]2[CH:20]=[CH:19][C:18]([C:21]([F:24])([F:23])[F:22])=[CH:17][CH:16]=2)[N:12]=[C:11]([C:25]2[CH:30]=[C:29]([C:31]([F:34])([F:33])[F:32])[CH:28]=[C:27]([C:35]([F:38])([F:37])[F:36])[CH:26]=2)[CH:10]=1)[CH2:5][CH:6]([CH3:8])[CH3:7].C(O)(=O)CC(CC(O)=O)(C(O)=O)O, predict the reaction product. The product is: [F:33][C:31]([F:32])([F:34])[C:29]1[CH:30]=[C:25]([C:11]2[CH:10]=[C:9]([CH:4]([CH2:5][CH:6]([CH3:8])[CH3:7])[C:3]([OH:39])=[O:2])[CH:14]=[C:13]([C:15]3[CH:16]=[CH:17][C:18]([C:21]([F:22])([F:24])[F:23])=[CH:19][CH:20]=3)[N:12]=2)[CH:26]=[C:27]([C:35]([F:36])([F:37])[F:38])[CH:28]=1. (3) Given the reactants [C:1]([NH:4][C:5]1[S:6][CH:7]=[C:8]([CH2:10][CH2:11][C:12]2[CH:17]=[CH:16][C:15]([NH:18][CH:19]([NH:28][C:29](=[O:35])[O:30][C:31]([CH3:34])([CH3:33])[CH3:32])[NH:20][C:21](=[O:27])[O:22][C:23]([CH3:26])([CH3:25])[CH3:24])=[CH:14][CH:13]=2)[N:9]=1)(=[O:3])[CH3:2].O1CCCC1.[Br:41]N1C(=O)CCC1=O, predict the reaction product. The product is: [C:1]([NH:4][C:5]1[S:6][C:7]([Br:41])=[C:8]([CH2:10][CH2:11][C:12]2[CH:13]=[CH:14][C:15]([NH:18][CH:19]([NH:20][C:21](=[O:27])[O:22][C:23]([CH3:24])([CH3:25])[CH3:26])[NH:28][C:29](=[O:35])[O:30][C:31]([CH3:34])([CH3:33])[CH3:32])=[CH:16][CH:17]=2)[N:9]=1)(=[O:3])[CH3:2]. (4) Given the reactants [OH-].[Na+].[CH2:3]([O:5][C:6]1[CH:11]=[CH:10][CH:9]=[CH:8][C:7]=1[OH:12])[CH3:4].[O:13]1[C@H:17]([C:18]2[CH:23]=[CH:22][CH:21]=[CH:20][CH:19]=2)[C@H:14]1[CH2:15][OH:16], predict the reaction product. The product is: [CH2:3]([O:5][C:6]1[CH:11]=[CH:10][CH:9]=[CH:8][C:7]=1[O:12][C@@H:17]([C:18]1[CH:23]=[CH:22][CH:21]=[CH:20][CH:19]=1)[C@H:14]([OH:13])[CH2:15][OH:16])[CH3:4].